From a dataset of Catalyst prediction with 721,799 reactions and 888 catalyst types from USPTO. Predict which catalyst facilitates the given reaction. (1) Reactant: [Cl:1][C:2]1[C:3]2[N:4]([C:8]([C@H:11]3[CH2:16][N:15]4[C:17](=[O:20])[O:18][CH2:19][C@@H:14]4[CH2:13][CH2:12]3)=[N:9][CH:10]=2)[CH:5]=[CH:6][N:7]=1.[Br:21]N1C(=O)CCC1=O. Product: [Br:21][C:10]1[N:9]=[C:8]([C@H:11]2[CH2:16][N:15]3[C:17](=[O:20])[O:18][CH2:19][C@@H:14]3[CH2:13][CH2:12]2)[N:4]2[CH:5]=[CH:6][N:7]=[C:2]([Cl:1])[C:3]=12. The catalyst class is: 3. (2) Reactant: [Cl:1][C:2]1[CH:13]=[CH:12][C:5]([O:6][CH2:7][CH:8]([NH2:11])[CH2:9][NH2:10])=[CH:4][CH:3]=1.[C:14](O)(=O)C.C(N)=N. Product: [Cl:1][C:2]1[CH:3]=[CH:4][C:5]([O:6][CH2:7][CH:8]2[CH2:9][NH:10][CH:14]=[N:11]2)=[CH:12][CH:13]=1. The catalyst class is: 8.